Dataset: Catalyst prediction with 721,799 reactions and 888 catalyst types from USPTO. Task: Predict which catalyst facilitates the given reaction. (1) Reactant: [N:1]([CH2:4][C@@H:5]1[C@H:9]([F:10])[CH2:8][N:7]([C:11]([O:13][CH2:14][C:15]2[CH:20]=[CH:19][CH:18]=[CH:17][CH:16]=2)=[O:12])[CH2:6]1)=[N+]=[N-].[H][H]. Product: [NH2:1][CH2:4][C@@H:5]1[C@H:9]([F:10])[CH2:8][N:7]([C:11]([O:13][CH2:14][C:15]2[CH:20]=[CH:19][CH:18]=[CH:17][CH:16]=2)=[O:12])[CH2:6]1. The catalyst class is: 865. (2) Reactant: S([O-])(O)=O.[Na+].[CH3:6][O:7][C:8]1[CH:9]=[CH:10][C:11]([NH2:17])=[C:12]([CH:16]=1)[C:13]([NH2:15])=[O:14].[C:18]1([CH:28]=O)[C:27]2[C:22](=[CH:23][CH:24]=[CH:25][CH:26]=2)[CH:21]=[CH:20][CH:19]=1. Product: [CH3:6][O:7][C:8]1[CH:16]=[C:12]2[C:11](=[CH:10][CH:9]=1)[N:17]=[C:28]([C:18]1[C:27]3[C:22](=[CH:23][CH:24]=[CH:25][CH:26]=3)[CH:21]=[CH:20][CH:19]=1)[NH:15][C:13]2=[O:14]. The catalyst class is: 80. (3) Reactant: Cl.[CH3:2][O:3][C:4](=[O:8])[C@H:5]([CH3:7])[NH2:6].[CH3:9][O:10][CH:11]([O:14][CH3:15])[CH:12]=O.S([O-])([O-])(=O)=O.[Mg+2].C([BH3-])#N.[Na+]. Product: [CH3:2][O:3][C:4](=[O:8])[C@@H:5]([NH:6][CH2:12][CH:11]([O:14][CH3:15])[O:10][CH3:9])[CH3:7]. The catalyst class is: 5. (4) Reactant: I.[NH2:2][CH2:3][CH:4]1[CH2:9][CH2:8][CH2:7][CH:6]([N:10]2[C:19]3[C:14](=[CH:15][CH:16]=[N:17][CH:18]=3)[C:13]3=[N:20][O:21][C:22]([CH3:23])=[C:12]3[C:11]2=[O:24])[CH2:5]1.[C:25](O)(=[O:32])[C:26]1[CH:31]=[CH:30][CH:29]=[N:28][CH:27]=1.Cl.CN(C)CCCN=C=NCC.ON1C2N=CC=CC=2N=N1.C(N(CC)C(C)C)(C)C. Product: [CH3:23][C:22]1[O:21][N:20]=[C:13]2[C:14]3[C:19](=[CH:18][N:17]=[CH:16][CH:15]=3)[N:10]([CH:6]3[CH2:7][CH2:8][CH2:9][CH:4]([CH2:3][NH:2][C:25](=[O:32])[C:26]4[CH:31]=[CH:30][CH:29]=[N:28][CH:27]=4)[CH2:5]3)[C:11](=[O:24])[C:12]=12. The catalyst class is: 9.